Dataset: hERG Central: cardiac toxicity at 1µM, 10µM, and general inhibition. Task: Predict hERG channel inhibition at various concentrations. (1) The drug is O=c1cccc2n1CC1CC2CN(c2ncnc3c2cnn3-c2ccc(Cl)cc2)C1. Results: hERG_inhib (hERG inhibition (general)): blocker. (2) The drug is O=C(/C=C/c1ccc([N+](=O)[O-])cc1)NCCSCc1ccco1. Results: hERG_inhib (hERG inhibition (general)): blocker.